Task: Predict which catalyst facilitates the given reaction.. Dataset: Catalyst prediction with 721,799 reactions and 888 catalyst types from USPTO Reactant: C(O)(=O)C.[CH2:5]([O:7][C:8](=[O:35])[CH2:9][CH2:10][C:11]1[CH:16]=[CH:15][C:14]([CH2:17][N:18]2[CH:23]=[C:22]([Cl:24])[CH:21]=[C:20]([C:25]3[CH:30]=[CH:29][C:28]([N+:31]([O-])=O)=[CH:27][CH:26]=3)[C:19]2=[O:34])=[CH:13][CH:12]=1)[CH3:6]. Product: [CH2:5]([O:7][C:8](=[O:35])[CH2:9][CH2:10][C:11]1[CH:12]=[CH:13][C:14]([CH2:17][N:18]2[CH:23]=[C:22]([Cl:24])[CH:21]=[C:20]([C:25]3[CH:30]=[CH:29][C:28]([NH2:31])=[CH:27][CH:26]=3)[C:19]2=[O:34])=[CH:15][CH:16]=1)[CH3:6]. The catalyst class is: 190.